From a dataset of Reaction yield outcomes from USPTO patents with 853,638 reactions. Predict the reaction yield, written as a fraction of the theoretical maximum amount of product (1.0 means a 100% yield; for example, 0.34 means a 34% yield). (1) The reactants are [Br:1][C:2]1[CH:9]=[C:8]([CH2:10]Br)[CH:7]=[CH:6][C:3]=1[CH:4]=[O:5].[N-:12]=[N+:13]=[N-:14].[Na+]. The catalyst is CN(C=O)C.CCOCC. The product is [N:12]([CH2:10][C:8]1[CH:7]=[CH:6][C:3]([CH:4]=[O:5])=[C:2]([Br:1])[CH:9]=1)=[N+:13]=[N-:14]. The yield is 0.980. (2) The reactants are [F:1][C:2]1[CH:7]=[CH:6][CH:5]=[C:4]([F:8])[C:3]=1[C:9]1[N:14]=[C:13]([C:15]([NH:17][C:18]2[CH:19]=[N:20][CH:21]=[CH:22][C:23]=2[C@H:24]2[CH2:29][C@@H:28]([NH:30]C(=O)OC(C)(C)C)[C@H:27](SC)[C@@H:26]([CH3:40])[CH2:25]2)=[O:16])[CH:12]=[CH:11][C:10]=1[F:41].O[O:43][S:44]([O-:46])=O.[K+].[C:48](O)(C(F)(F)F)=O.C(Cl)Cl. The catalyst is C1COCC1.O.CCOC(C)=O. The product is [NH2:30][C@H:28]1[C@H:27]([S:44]([CH3:48])(=[O:46])=[O:43])[C@@H:26]([CH3:40])[CH2:25][C@@H:24]([C:23]2[CH:22]=[CH:21][N:20]=[CH:19][C:18]=2[NH:17][C:15](=[O:16])[C:13]2[CH:12]=[CH:11][C:10]([F:41])=[C:9]([C:3]3[C:2]([F:1])=[CH:7][CH:6]=[CH:5][C:4]=3[F:8])[N:14]=2)[CH2:29]1. The yield is 0.680. (3) The reactants are C1([CH:7]([C:16]2[CH:21]=[CH:20][CH:19]=[CH:18][CH:17]=2)[CH:8]([O:13][CH:14]=C)[CH2:9][CH2:10][CH:11]=C)C=CC=CC=1.[CH:22]1[CH:27]=[CH:26][CH:25]=[CH:24][CH:23]=1. The catalyst is Cl[Ru](=CC1C=CC=CC=1)([P](C1CCCCC1)(C1CCCCC1)C1CCCCC1)([P](C1CCCCC1)(C1CCCCC1)C1CCCCC1)Cl. The product is [CH:7]([CH:8]1[CH2:9][CH2:10][CH:11]=[CH:14][O:13]1)([C:16]1[CH:17]=[CH:18][CH:19]=[CH:20][CH:21]=1)[C:22]1[CH:27]=[CH:26][CH:25]=[CH:24][CH:23]=1. The yield is 0.926. (4) The reactants are O[CH:2]1[C:6]2[C:7]([CH3:21])=[C:8]([NH:13][C:14](=[O:20])[CH2:15][C:16]([CH3:19])([CH3:18])[CH3:17])[C:9]([CH3:12])=[C:10]([CH3:11])[C:5]=2[O:4][C:3]1([CH3:23])[CH3:22].C(N(CC)CC)C.CS(Cl)(=O)=O.[NH:36]1[CH2:41][CH2:40][CH2:39][CH2:38][CH2:37]1. The catalyst is ClCCl.O. The product is [CH3:19][C:16]([CH3:17])([CH3:18])[CH2:15][C:14]([NH:13][C:8]1[C:9]([CH3:12])=[C:10]([CH3:11])[C:5]2[O:4][C:3]([CH3:22])([CH3:23])[CH:2]([N:36]3[CH2:41][CH2:40][CH2:39][CH2:38][CH2:37]3)[C:6]=2[C:7]=1[CH3:21])=[O:20]. The yield is 0.500. (5) The reactants are Cl.[Br:2][C:3]1[CH:8]=[CH:7][C:6]([CH:9]([C:15]2[C:16]([C:30]3[CH:35]=[CH:34][CH:33]=[CH:32][N:31]=3)=[N:17][N:18]([CH2:28][CH3:29])[C:19]=2[NH:20][C:21](=[O:27])[O:22][C:23]([CH3:26])([CH3:25])[CH3:24])[CH2:10][CH:11]=[CH:12][O:13]C)=[CH:5][CH:4]=1.C([O-])(O)=O.[Na+]. The catalyst is C1COCC1. The product is [Br:2][C:3]1[CH:4]=[CH:5][C:6]([CH:9]([C:15]2[C:16]([C:30]3[CH:35]=[CH:34][CH:33]=[CH:32][N:31]=3)=[N:17][N:18]([CH2:28][CH3:29])[C:19]=2[NH:20][C:21](=[O:27])[O:22][C:23]([CH3:26])([CH3:25])[CH3:24])[CH2:10][CH2:11][CH:12]=[O:13])=[CH:7][CH:8]=1. The yield is 0.740. (6) The reactants are [CH3:1][C:2]1[C:6]([CH2:7][N:8]2[CH:12]=[C:11]([N:13]3[C:17](=[O:18])[CH2:16][NH:15][C:14]3=[O:19])[CH:10]=[N:9]2)=[C:5]([CH3:20])[O:4][N:3]=1.[Cl:21][C:22]1[CH:30]=[CH:29][CH:28]=[CH:27][C:23]=1[CH2:24][CH2:25]Br. No catalyst specified. The product is [Cl:21][C:22]1[CH:30]=[CH:29][CH:28]=[CH:27][C:23]=1[CH2:24][CH2:25][N:15]1[CH2:16][C:17](=[O:18])[N:13]([C:11]2[CH:10]=[N:9][N:8]([CH2:7][C:6]3[C:2]([CH3:1])=[N:3][O:4][C:5]=3[CH3:20])[CH:12]=2)[C:14]1=[O:19]. The yield is 0.250. (7) The reactants are Br[CH2:2][CH2:3][OH:4].[CH3:5][O:6][C:7]1[CH:8]=[C:9]2[C:14](=[CH:15][C:16]=1[OH:17])[N:13]=[CH:12][CH:11]=[C:10]2[O:18][C:19]1[C:20]([CH3:29])=[N:21][C:22]2[C:27]([CH:28]=1)=[CH:26][CH:25]=[CH:24][CH:23]=2.C(=O)([O-])[O-].[K+].[K+].O. The catalyst is CN(C)C=O. The product is [CH3:5][O:6][C:7]1[CH:8]=[C:9]2[C:14](=[CH:15][C:16]=1[O:17][CH2:2][CH2:3][OH:4])[N:13]=[CH:12][CH:11]=[C:10]2[O:18][C:19]1[C:20]([CH3:29])=[N:21][C:22]2[C:27]([CH:28]=1)=[CH:26][CH:25]=[CH:24][CH:23]=2. The yield is 0.450. (8) The reactants are C1(C2C=CC=CC=2N(C2C=CC=CC=2)[CH:10](P(=O)([O-])[O-])[C:11]2[CH:16]=[CH:15][CH:14]=[C:13]([CH3:17])[N:12]=2)C=CC=CC=1.[Br:32][C:33]1[CH:34]=[C:35]([CH:38]=[CH:39][C:40]=1[F:41])[CH:36]=O.C(=O)([O-])[O-:43].[Cs+].[Cs+].Cl. The catalyst is O1CCCC1.C(O)(C)C. The product is [Br:32][C:33]1[CH:34]=[C:35]([CH2:36][C:10]([C:11]2[CH:16]=[CH:15][CH:14]=[C:13]([CH3:17])[N:12]=2)=[O:43])[CH:38]=[CH:39][C:40]=1[F:41]. The yield is 0.830. (9) The reactants are [CH3:1][O:2][C:3]1[CH:4]=[C:5]2[C:10](=[CH:11][C:12]=1[O:13][CH3:14])[N:9]=[CH:8][CH:7]=[C:6]2[O:15][C:16]1[CH:22]=[CH:21][C:19]([NH2:20])=[C:18]([CH3:23])[C:17]=1[CH3:24].C1(C)C=CC=CC=1.C(N(CC)CC)C.Cl[C:40](Cl)([O:42][C:43](=[O:49])OC(Cl)(Cl)Cl)Cl.[F:51][C:52]([F:62])([F:61])[C:53]1[CH:60]=[CH:59][C:56](CO)=[CH:55][CH:54]=1. The catalyst is C(Cl)Cl. The product is [CH3:1][O:2][C:3]1[CH:4]=[C:5]2[C:10](=[CH:11][C:12]=1[O:13][CH3:14])[N:9]=[CH:8][CH:7]=[C:6]2[O:15][C:16]1[CH:22]=[CH:21][C:19]([NH:20][C:43](=[O:49])[O:42][CH2:40][C:56]2[CH:59]=[CH:60][C:53]([C:52]([F:62])([F:61])[F:51])=[CH:54][CH:55]=2)=[C:18]([CH3:23])[C:17]=1[CH3:24]. The yield is 0.600.